This data is from Catalyst prediction with 721,799 reactions and 888 catalyst types from USPTO. The task is: Predict which catalyst facilitates the given reaction. (1) Reactant: [NH2:1][O:2][CH2:3][CH2:4][CH2:5][CH2:6][N:7]1[C:19]2[C:18]3[CH2:17][CH2:16][CH2:15][CH2:14][C:13]=3[N:12]=[C:11]([NH2:20])[C:10]=2[N:9]=[CH:8]1.C(N(CC)CC)C.[C:28](Cl)(=[O:30])[CH3:29].O. Product: [NH2:20][C:11]1[C:10]2[N:9]=[CH:8][N:7]([CH2:6][CH2:5][CH2:4][CH2:3][O:2][NH:1][C:28](=[O:30])[CH3:29])[C:19]=2[C:18]2[CH2:17][CH2:16][CH2:15][CH2:14][C:13]=2[N:12]=1. The catalyst class is: 17. (2) Reactant: C([O:8][N:9]1[C:15](=[O:16])[N:14]2[CH2:17][C@H:10]1[CH2:11][CH2:12][C@H:13]2[C:18]([NH:20][O:21][CH:22]1[CH2:27][CH2:26][N:25]([C:28]([O:30][C:31]([CH3:34])([CH3:33])[CH3:32])=[O:29])[CH2:24][CH2:23]1)=[O:19])C1C=CC=CC=1.[H][H]. Product: [OH:8][N:9]1[C:15](=[O:16])[N:14]2[CH2:17][C@H:10]1[CH2:11][CH2:12][C@H:13]2[C:18]([NH:20][O:21][CH:22]1[CH2:27][CH2:26][N:25]([C:28]([O:30][C:31]([CH3:34])([CH3:33])[CH3:32])=[O:29])[CH2:24][CH2:23]1)=[O:19]. The catalyst class is: 19. (3) Reactant: Cl[C:2]1[N:7]=[N:6][C:5]([C:8]2[N:9]=[N:10][C:11](Cl)=[CH:12][CH:13]=2)=[CH:4][CH:3]=1.C([Sn](CCCC)(CCCC)[C:20]1[CH:25]=[CH:24][CH:23]=[CH:22][N:21]=1)CCC. Product: [N:21]1[CH:22]=[CH:23][CH:24]=[CH:25][C:20]=1[C:2]1[N:7]=[N:6][C:5]([C:8]2[N:9]=[N:10][C:11]([C:22]3[CH:23]=[CH:24][CH:25]=[CH:20][N:21]=3)=[CH:12][CH:13]=2)=[CH:4][CH:3]=1. The catalyst class is: 233. (4) Reactant: [O:1]=[C:2]1[CH2:7][CH2:6][CH:5]([NH:8][C:9](=[O:18])[O:10][CH2:11][C:12]2[CH:17]=[CH:16][CH:15]=[CH:14][CH:13]=2)[CH2:4][CH2:3]1.[CH3:19][Si](C)(C)[N-][Si](C)(C)C.[Li+].IC. Product: [CH3:19][N:8]([CH:5]1[CH2:6][CH2:7][C:2](=[O:1])[CH2:3][CH2:4]1)[C:9](=[O:18])[O:10][CH2:11][C:12]1[CH:13]=[CH:14][CH:15]=[CH:16][CH:17]=1. The catalyst class is: 3. (5) Reactant: FC(F)(F)C(O)=O.[C:8]1([C@H:14]([OH:26])[CH2:15][NH:16][C:17]2[CH:22]=[CH:21][C:20](CCN)=[CH:19][CH:18]=2)[CH:13]=[CH:12][CH:11]=[CH:10][CH:9]=1.[OH-].[Na+]. Product: [C:8]1([C@H:14]([OH:26])[CH2:15][NH:16][C:17]2[CH:18]=[CH:19][CH:20]=[CH:21][CH:22]=2)[CH:9]=[CH:10][CH:11]=[CH:12][CH:13]=1. The catalyst class is: 5. (6) Reactant: [NH2:1][C:2]1[S:3][C:4]([C:7]([C:9]2[CH:14]=[CH:13][CH:12]=[CH:11][C:10]=2[Cl:15])=[O:8])=[CH:5][N:6]=1.[Cl:16][C:17]1[CH:34]=[CH:33][CH:32]=[CH:31][C:18]=1[C:19]([C:21]1SC(N=CN(C)C)=NC=1)=[O:20]. Product: [NH2:1][C:2]1[S:3][C:4]([C:7]([C:9]2[CH:14]=[CH:13][CH:12]=[CH:11][C:10]=2[Cl:15])=[O:8])=[CH:5][N:6]=1.[Cl:16][C:17]1[CH:34]=[CH:33][CH:32]=[CH:31][C:18]=1[C:19](=[O:20])[CH3:21]. The catalyst class is: 33. (7) Reactant: Cl[C:2]1[CH:3]=[C:4]([C:17]2[N:21]([CH2:22][O:23][CH2:24][CH2:25][Si:26]([CH3:29])([CH3:28])[CH3:27])[C:20]3[CH:30]=[CH:31][CH:32]=[CH:33][C:19]=3[N:18]=2)[C:5](=[O:16])[N:6]([CH2:8][O:9][CH2:10][CH2:11][Si:12]([CH3:15])([CH3:14])[CH3:13])[N:7]=1.[B:34]1(B2OC(C)(C)C(C)(C)O2)[O:38]C(C)(C)C(C)(C)[O:35]1.C([O-])(=O)C.[K+]. Product: [O:16]=[C:5]1[N:6]([CH2:8][O:9][CH2:10][CH2:11][Si:12]([CH3:15])([CH3:14])[CH3:13])[N:7]=[C:2]([B:34]([OH:38])[OH:35])[CH:3]=[C:4]1[C:17]1[N:21]([CH2:22][O:23][CH2:24][CH2:25][Si:26]([CH3:29])([CH3:28])[CH3:27])[C:20]2[CH:30]=[CH:31][CH:32]=[CH:33][C:19]=2[N:18]=1. The catalyst class is: 16.